From a dataset of Forward reaction prediction with 1.9M reactions from USPTO patents (1976-2016). Predict the product of the given reaction. Given the reactants [CH3:1][CH:2]([C:4]1[N:8]([CH2:9][CH2:10][C@H:11]2[O:17][C:15](=[O:16])[CH2:14][C@H:13]([OH:18])[CH2:12]2)[C:7]([C:19]2[CH:20]=[CH:21][C:22]([F:25])=[CH:23][CH:24]=2)=[C:6]([C:26]2[CH:27]=[CH:28][CH:29]=[CH:30][CH:31]=2)[C:5]=1[C:32]([NH:34][C:35]1[CH:36]=[CH:37][CH:38]=[CH:39][CH:40]=1)=[O:33])[CH3:3].C[O:42]C(C)(C)C.CC(C)=[O:49].[OH-].[Sr+2:52].[OH-], predict the reaction product. The product is: [CH3:3][CH:2]([C:4]1[N:8]([CH2:9][CH2:10][C@@H:11]([OH:17])[CH2:12][C@@H:13]([OH:18])[CH2:14][C:15]([O-:16])=[O:42])[C:7]([C:19]2[CH:20]=[CH:21][C:22]([F:25])=[CH:23][CH:24]=2)=[C:6]([C:26]2[CH:27]=[CH:28][CH:29]=[CH:30][CH:31]=2)[C:5]=1[C:32]([NH:34][C:35]1[CH:36]=[CH:37][CH:38]=[CH:39][CH:40]=1)=[O:33])[CH3:1].[CH3:3][CH:2]([C:4]1[N:8]([CH2:9][CH2:10][C@@H:11]([OH:17])[CH2:12][C@@H:13]([OH:18])[CH2:14][C:15]([O-:16])=[O:49])[C:7]([C:19]2[CH:20]=[CH:21][C:22]([F:25])=[CH:23][CH:24]=2)=[C:6]([C:26]2[CH:27]=[CH:28][CH:29]=[CH:30][CH:31]=2)[C:5]=1[C:32]([NH:34][C:35]1[CH:36]=[CH:37][CH:38]=[CH:39][CH:40]=1)=[O:33])[CH3:1].[Sr+2:52].